From a dataset of Peptide-MHC class I binding affinity with 185,985 pairs from IEDB/IMGT. Regression. Given a peptide amino acid sequence and an MHC pseudo amino acid sequence, predict their binding affinity value. This is MHC class I binding data. The peptide sequence is QVKDNIISRT. The MHC is HLA-A02:06 with pseudo-sequence HLA-A02:06. The binding affinity (normalized) is 0.0349.